From a dataset of Forward reaction prediction with 1.9M reactions from USPTO patents (1976-2016). Predict the product of the given reaction. (1) Given the reactants [Cl:1][C:2]1[CH:10]=[CH:9][CH:8]=[CH:7][C:3]=1[C:4]([OH:6])=O.[CH2:11]([NH:13][CH2:14][C:15]([CH2:21][NH:22][C:23]1[CH:31]=[C:30]([CH3:32])[CH:29]=[C:28]2[C:24]=1[CH:25]=[N:26][N:27]2[C:33]1[CH:38]=[CH:37][CH:36]=[CH:35][CH:34]=1)([OH:20])[C:16]([F:19])([F:18])[F:17])[CH3:12], predict the reaction product. The product is: [Cl:1][C:2]1[CH:10]=[CH:9][CH:8]=[CH:7][C:3]=1[C:4]([N:13]([CH2:11][CH3:12])[CH2:14][C:15]([OH:20])([CH2:21][NH:22][C:23]1[CH:31]=[C:30]([CH3:32])[CH:29]=[C:28]2[C:24]=1[CH:25]=[N:26][N:27]2[C:33]1[CH:38]=[CH:37][CH:36]=[CH:35][CH:34]=1)[C:16]([F:18])([F:17])[F:19])=[O:6]. (2) The product is: [CH:1]([O:4][C:5]1[CH:10]=[CH:9][CH:8]=[CH:7][C:6]=1[NH:11][CH2:12][CH2:13][N:14]([CH2:15][C:16]1[CH:17]=[C:18]([C:22]([N:24]2[CH2:25][CH2:26][CH2:27][CH2:28][CH2:29]2)=[O:23])[CH:19]=[CH:20][CH:21]=1)[CH3:30])([CH3:3])[CH3:2]. Given the reactants [CH:1]([O:4][C:5]1[CH:10]=[CH:9][CH:8]=[CH:7][C:6]=1[NH:11][CH2:12][CH2:13][NH:14][CH2:15][C:16]1[CH:17]=[C:18]([C:22]([N:24]2[CH2:29][CH2:28][CH2:27][CH2:26][CH2:25]2)=[O:23])[CH:19]=[CH:20][CH:21]=1)([CH3:3])[CH3:2].[C:30]([O-])([O-])=O.[K+].[K+].IC, predict the reaction product. (3) Given the reactants [NH2:1][C:2]1[CH:7]=[CH:6][C:5]([O:8][CH2:9][C:10]2[CH:15]=[CH:14][CH:13]=[CH:12][CH:11]=2)=[CH:4][C:3]=1[S:16][CH2:17][CH2:18][C:19]([O:21][CH2:22][CH:23]([CH2:28][CH3:29])[CH2:24][CH2:25][CH2:26][CH3:27])=[O:20].[C:30]([NH:33][C@@H:34]([CH3:46])[CH2:35][O:36][C:37]1[CH:45]=[CH:44][C:40]([C:41](O)=[O:42])=[CH:39][CH:38]=1)(=[O:32])[CH3:31], predict the reaction product. The product is: [C:30]([NH:33][C@@H:34]([CH3:46])[CH2:35][O:36][C:37]1[CH:38]=[CH:39][C:40]([C:41]([NH:1][C:2]2[CH:7]=[CH:6][C:5]([O:8][CH2:9][C:10]3[CH:15]=[CH:14][CH:13]=[CH:12][CH:11]=3)=[CH:4][C:3]=2[S:16][CH2:17][CH2:18][C:19]([O:21][CH2:22][CH:23]([CH2:28][CH3:29])[CH2:24][CH2:25][CH2:26][CH3:27])=[O:20])=[O:42])=[CH:44][CH:45]=1)(=[O:32])[CH3:31]. (4) Given the reactants [CH:1]1([C:4]([N:6]2[CH2:10][CH2:9][C@H:8]([CH2:11][C:12]([NH:14][NH2:15])=[O:13])[CH2:7]2)=[O:5])[CH2:3][CH2:2]1.[Br:16][C:17]1[CH:22]=[CH:21][C:20]([N:23]=[C:24]=[O:25])=[CH:19][CH:18]=1.[N-]=C=O, predict the reaction product. The product is: [Br:16][C:17]1[CH:22]=[CH:21][C:20]([NH:23][C:24]([NH:15][NH:14][C:12](=[O:13])[CH2:11][C@H:8]2[CH2:9][CH2:10][N:6]([C:4]([CH:1]3[CH2:3][CH2:2]3)=[O:5])[CH2:7]2)=[O:25])=[CH:19][CH:18]=1. (5) The product is: [CH3:29][CH:28]([O:27][C:25]([N:13]1[C:12]([C:17]2[CH:22]=[CH:21][C:20]([Cl:23])=[CH:19][CH:18]=2)=[C:11]2[C:15](=[C:8]([C:5]3[CH:4]=[CH:3][C:2]([Cl:1])=[CH:7][CH:6]=3)[N:9]([C:25]([O:27][CH:28]([CH2:30][CH2:31][CH3:32])[CH3:29])=[O:33])[C:10]2=[O:24])[C:14]1=[O:16])=[O:33])[CH2:30][CH2:31][CH3:32]. Given the reactants [Cl:1][C:2]1[CH:7]=[CH:6][C:5]([C:8]2[C:15]3[C:14](=[O:16])[N:13]=[C:12]([C:17]4[CH:22]=[CH:21][C:20]([Cl:23])=[CH:19][CH:18]=4)[C:11]=3[C:10](=[O:24])[N:9]=2)=[CH:4][CH:3]=1.[C:25]([O:33]C([O-])=O)([O:27][CH:28]([CH2:30][CH2:31][CH3:32])[CH3:29])=O, predict the reaction product. (6) Given the reactants [C:1]1([N:7]2[CH2:12][CH2:11][N:10]([CH2:13][C:14]3[CH:19]=[CH:18][C:17]([C:20]4([C:23]([O:25]C)=[O:24])[CH2:22][CH2:21]4)=[CH:16][CH:15]=3)[CH2:9][CH2:8]2)[CH:6]=[CH:5][CH:4]=[CH:3][CH:2]=1.O.[OH-].[Li+].Cl, predict the reaction product. The product is: [C:1]1([N:7]2[CH2:8][CH2:9][N:10]([CH2:13][C:14]3[CH:15]=[CH:16][C:17]([C:20]4([C:23]([OH:25])=[O:24])[CH2:21][CH2:22]4)=[CH:18][CH:19]=3)[CH2:11][CH2:12]2)[CH:6]=[CH:5][CH:4]=[CH:3][CH:2]=1. (7) The product is: [CH2:37]([O:36][C:29]1[C:30]([C:32]([F:35])([F:34])[F:33])=[CH:31][C:25]2[NH:24][C:23](=[O:39])[CH2:22][C:21]([C:17]3[CH:16]=[C:15]([C:12]4[CH:11]=[CH:10][C:9]([S:6]([NH2:5])(=[O:7])=[O:8])=[CH:14][CH:13]=4)[CH:20]=[CH:19][CH:18]=3)=[N:27][C:26]=2[CH:28]=1)[CH3:38]. Given the reactants C([NH:5][S:6]([C:9]1[CH:14]=[CH:13][C:12]([C:15]2[CH:20]=[CH:19][CH:18]=[C:17]([C:21]3[CH2:22][C:23](=[O:39])[NH:24][C:25]4[CH:31]=[C:30]([C:32]([F:35])([F:34])[F:33])[C:29]([O:36][CH2:37][CH3:38])=[CH:28][C:26]=4[N:27]=3)[CH:16]=2)=[CH:11][CH:10]=1)(=[O:8])=[O:7])(C)(C)C.C(O)(C(F)(F)F)=O, predict the reaction product.